From a dataset of Forward reaction prediction with 1.9M reactions from USPTO patents (1976-2016). Predict the product of the given reaction. (1) The product is: [C:29]1([C:21]2([C:23]3[CH:24]=[CH:25][CH:26]=[CH:27][CH:28]=3)[C:20]([C:35]3[CH:36]=[CH:37][CH:38]=[CH:39][CH:40]=3)([C:41]3[CH:46]=[CH:45][CH:44]=[CH:43][CH:42]=3)[O:19][P:18]([O:11][C:9]3[CH:8]=[CH:7][CH:6]=[C:5]4[C:10]=3[N:1]=[CH:2][CH:3]=[CH:4]4)[O:22]2)[CH:34]=[CH:33][CH:32]=[CH:31][CH:30]=1. Given the reactants [N:1]1[C:10]2[C:5](=[CH:6][CH:7]=[CH:8][C:9]=2[OH:11])[CH:4]=[CH:3][CH:2]=1.C([Li])CCC.Cl[P:18]1[O:22][C:21]([C:29]2[CH:34]=[CH:33][CH:32]=[CH:31][CH:30]=2)([C:23]2[CH:28]=[CH:27][CH:26]=[CH:25][CH:24]=2)[C:20]([C:41]2[CH:46]=[CH:45][CH:44]=[CH:43][CH:42]=2)([C:35]2[CH:40]=[CH:39][CH:38]=[CH:37][CH:36]=2)[O:19]1, predict the reaction product. (2) Given the reactants [F:1][C:2]1[CH:3]=[C:4]2[C:9](=[CH:10][CH:11]=1)[N:8]=[C:7]([C:12](=[O:14])[CH3:13])[C:6]([C:15]1[CH:16]=[N:17][CH:18]=[C:19]([F:21])[CH:20]=1)=[CH:5]2.[BH4-].[Na+], predict the reaction product. The product is: [F:1][C:2]1[CH:3]=[C:4]2[C:9](=[CH:10][CH:11]=1)[N:8]=[C:7]([CH:12]([OH:14])[CH3:13])[C:6]([C:15]1[CH:16]=[N:17][CH:18]=[C:19]([F:21])[CH:20]=1)=[CH:5]2.